Dataset: NCI-60 drug combinations with 297,098 pairs across 59 cell lines. Task: Regression. Given two drug SMILES strings and cell line genomic features, predict the synergy score measuring deviation from expected non-interaction effect. (1) Drug 1: CN(CC1=CN=C2C(=N1)C(=NC(=N2)N)N)C3=CC=C(C=C3)C(=O)NC(CCC(=O)O)C(=O)O. Synergy scores: CSS=10.9, Synergy_ZIP=-7.39, Synergy_Bliss=-3.19, Synergy_Loewe=-5.50, Synergy_HSA=-5.61. Drug 2: CCC1(C2=C(COC1=O)C(=O)N3CC4=CC5=C(C=CC(=C5CN(C)C)O)N=C4C3=C2)O.Cl. Cell line: NCI/ADR-RES. (2) Drug 1: CCN(CC)CCNC(=O)C1=C(NC(=C1C)C=C2C3=C(C=CC(=C3)F)NC2=O)C. Cell line: A549. Drug 2: C1C(C(OC1N2C=NC3=C2NC=NCC3O)CO)O. Synergy scores: CSS=-0.977, Synergy_ZIP=-0.0530, Synergy_Bliss=-1.75, Synergy_Loewe=-1.74, Synergy_HSA=-2.73. (3) Drug 2: CC12CCC3C(C1CCC2OP(=O)(O)O)CCC4=C3C=CC(=C4)OC(=O)N(CCCl)CCCl.[Na+]. Synergy scores: CSS=4.56, Synergy_ZIP=1.32, Synergy_Bliss=2.84, Synergy_Loewe=-1.58, Synergy_HSA=-1.64. Cell line: SNB-19. Drug 1: CC(C)NC(=O)C1=CC=C(C=C1)CNNC.Cl. (4) Drug 2: C1CN(P(=O)(OC1)NCCCl)CCCl. Drug 1: CC1=C2C(C(=O)C3(C(CC4C(C3C(C(C2(C)C)(CC1OC(=O)C(C(C5=CC=CC=C5)NC(=O)OC(C)(C)C)O)O)OC(=O)C6=CC=CC=C6)(CO4)OC(=O)C)OC)C)OC. Synergy scores: CSS=36.0, Synergy_ZIP=2.30, Synergy_Bliss=2.41, Synergy_Loewe=-8.32, Synergy_HSA=3.81. Cell line: LOX IMVI. (5) Drug 1: CCN(CC)CCNC(=O)C1=C(NC(=C1C)C=C2C3=C(C=CC(=C3)F)NC2=O)C. Drug 2: CC(C)NC(=O)C1=CC=C(C=C1)CNNC.Cl. Cell line: HL-60(TB). Synergy scores: CSS=8.23, Synergy_ZIP=-10.1, Synergy_Bliss=-11.1, Synergy_Loewe=-10.3, Synergy_HSA=-8.84. (6) Drug 1: CC1=C(C=C(C=C1)NC2=NC=CC(=N2)N(C)C3=CC4=NN(C(=C4C=C3)C)C)S(=O)(=O)N.Cl. Drug 2: C1C(C(OC1N2C=NC(=NC2=O)N)CO)O. Cell line: SR. Synergy scores: CSS=19.1, Synergy_ZIP=-7.89, Synergy_Bliss=-4.17, Synergy_Loewe=-8.95, Synergy_HSA=-0.694.